Dataset: Reaction yield outcomes from USPTO patents with 853,638 reactions. Task: Predict the reaction yield, written as a fraction of the theoretical maximum amount of product (1.0 means a 100% yield; for example, 0.34 means a 34% yield). (1) The reactants are [CH3:1][O:2][C:3]1[CH:4]=[C:5]([CH:8]=[C:9]([O:13][CH3:14])[C:10]=1[O:11][CH3:12])[CH:6]=O.C(O)(=O)[CH2:16][C:17]([OH:19])=[O:18].N1CCCCC1.Cl. The catalyst is C(O)(=O)C. The product is [CH3:1][O:2][C:3]1[CH:4]=[C:5]([CH:8]=[C:9]([O:13][CH3:14])[C:10]=1[O:11][CH3:12])[CH:6]=[CH:16][C:17]([OH:19])=[O:18]. The yield is 0.880. (2) The yield is 1.00. The catalyst is O1CCOCC1. The reactants are [CH:1]1([CH2:6][C@@H:7]([C:16]([N:18]2[CH:22]([C:23]([NH:25][C:26]3[CH:31]=[CH:30][C:29]([F:32])=[CH:28][N:27]=3)=[O:24])[CH2:21][CH:20]=[N:19]2)=[O:17])[CH2:8][C:9]([O:11]C(C)(C)C)=[O:10])[CH2:5][CH2:4][CH2:3][CH2:2]1.Cl. The product is [CH:1]1([CH2:6][C@@H:7]([C:16]([N:18]2[CH:22]([C:23]([NH:25][C:26]3[CH:31]=[CH:30][C:29]([F:32])=[CH:28][N:27]=3)=[O:24])[CH2:21][CH:20]=[N:19]2)=[O:17])[CH2:8][C:9]([OH:11])=[O:10])[CH2:5][CH2:4][CH2:3][CH2:2]1. (3) The reactants are [O:1]1[C:5]2=[CH:6][CH:7]=[CH:8][C:9]([C:10]#[N:11])=[C:4]2[CH:3]=[CH:2]1.[H-].[Al+3].[Li+].[H-].[H-].[H-]. The catalyst is C1COCC1. The product is [NH2:11][CH2:10][C:9]1[C:4]2[CH:3]=[CH:2][O:1][C:5]=2[CH:6]=[CH:7][CH:8]=1. The yield is 0.790. (4) The reactants are [C:1]([C:4]1[CH:9]=[CH:8][C:7]([N:10]2[CH2:15][C@@H:14]3[CH2:16][C@H:11]2[CH2:12][N:13]3[C:17]([O:19][C:20]([CH3:23])([CH3:22])[CH3:21])=[O:18])=[CH:6][C:5]=1[Cl:24])(=[O:3])[CH3:2].C(O[CH:30](N(C)C)[N:31]([CH3:33])[CH3:32])(C)(C)C. No catalyst specified. The product is [CH3:30][N:31]([CH3:33])/[CH:32]=[CH:2]/[C:1]([C:4]1[CH:9]=[CH:8][C:7]([N:10]2[CH2:15][C@@H:14]3[CH2:16][C@H:11]2[CH2:12][N:13]3[C:17]([O:19][C:20]([CH3:23])([CH3:22])[CH3:21])=[O:18])=[CH:6][C:5]=1[Cl:24])=[O:3]. The yield is 0.970. (5) The reactants are [N:1]12[CH2:8][CH2:7][C:4]([C:9]([C:17]3[CH:22]=[CH:21][CH:20]=[CH:19][CH:18]=3)([C:11]3[CH:16]=[CH:15][CH:14]=[CH:13][CH:12]=3)[OH:10])([CH2:5][CH2:6]1)[CH2:3][CH2:2]2.[Br:23][CH2:24][CH2:25][CH2:26][O:27][C:28]1[CH:29]=[C:30]([CH:36]=[CH:37][CH:38]=1)[N:31]([CH2:34][CH3:35])[CH2:32][CH3:33]. The catalyst is CC#N. The product is [Br-:23].[CH2:34]([N:31]([CH2:32][CH3:33])[C:30]1[CH:29]=[C:28]([O:27][CH2:26][CH2:25][CH2:24][N+:1]23[CH2:6][CH2:5][C:4]([C:9]([OH:10])([C:17]4[CH:22]=[CH:21][CH:20]=[CH:19][CH:18]=4)[C:11]4[CH:12]=[CH:13][CH:14]=[CH:15][CH:16]=4)([CH2:3][CH2:2]2)[CH2:7][CH2:8]3)[CH:38]=[CH:37][CH:36]=1)[CH3:35]. The yield is 0.630. (6) The reactants are [F:1][C:2]1[CH:7]=[CH:6][C:5]([C:8]2[S:9][C:10]3[N:11]=[C:12]([NH2:23])[N:13]=[C:14]([N:17]4[CH2:22][CH2:21][NH:20][CH2:19][CH2:18]4)[C:15]=3[N:16]=2)=[CH:4][CH:3]=1.N1C=CC=CC=1.[Cl:30][C:31]1[CH:41]=[CH:40][C:34]([O:35][CH2:36][C:37](Cl)=[O:38])=[CH:33][CH:32]=1. The catalyst is CN(C=O)C. The product is [NH2:23][C:12]1[N:13]=[C:14]([N:17]2[CH2:18][CH2:19][N:20]([C:37](=[O:38])[CH2:36][O:35][C:34]3[CH:40]=[CH:41][C:31]([Cl:30])=[CH:32][CH:33]=3)[CH2:21][CH2:22]2)[C:15]2[N:16]=[C:8]([C:5]3[CH:6]=[CH:7][C:2]([F:1])=[CH:3][CH:4]=3)[S:9][C:10]=2[N:11]=1. The yield is 0.530. (7) The reactants are [K].[CH3:2][O:3][CH2:4][C:5]([CH:7]1[CH2:11][CH2:10][N:9]([C:12]([O:14][CH2:15][C:16]2[CH:21]=[CH:20][CH:19]=[CH:18][CH:17]=2)=[O:13])[C:8]1=[O:22])=O.Cl.O.C1(C)C=CC(S(O)(=O)=O)=CC=1.[F:36][C:37]1[CH:43]=[CH:42][C:40]([NH2:41])=[CH:39][CH:38]=1.C(=O)(O)[O-].[Na+]. The catalyst is C1CCCCC1.C1(C)C=CC=CC=1. The product is [F:36][C:37]1[CH:43]=[CH:42][C:40]([NH:41][C:5](=[C:7]2[CH2:11][CH2:10][N:9]([C:12]([O:14][CH2:15][C:16]3[CH:21]=[CH:20][CH:19]=[CH:18][CH:17]=3)=[O:13])[C:8]2=[O:22])[CH2:4][O:3][CH3:2])=[CH:39][CH:38]=1. The yield is 0.748. (8) The reactants are [NH2:1][C:2]1[CH:30]=[CH:29][C:5]([O:6][C:7]2[CH:12]=[CH:11][N:10]=[C:9]([NH:13][C:14]([N:16]3[CH2:21][CH2:20][CH:19]([N:22]4[CH2:27][CH2:26][N:25]([CH3:28])[CH2:24][CH2:23]4)[CH2:18][CH2:17]3)=[O:15])[CH:8]=2)=[CH:4][CH:3]=1.[F:31][C:32]1[CH:37]=[CH:36][C:35]([CH2:38][C:39]([N:41]=[C:42]=[O:43])=[O:40])=[CH:34][CH:33]=1. The catalyst is O1CCCC1. The product is [F:31][C:32]1[CH:33]=[CH:34][C:35]([CH2:38][C:39]([NH:41][C:42](=[O:43])[NH:1][C:2]2[CH:3]=[CH:4][C:5]([O:6][C:7]3[CH:12]=[CH:11][N:10]=[C:9]([NH:13][C:14]([N:16]4[CH2:17][CH2:18][CH:19]([N:22]5[CH2:23][CH2:24][N:25]([CH3:28])[CH2:26][CH2:27]5)[CH2:20][CH2:21]4)=[O:15])[CH:8]=3)=[CH:29][CH:30]=2)=[O:40])=[CH:36][CH:37]=1. The yield is 0.180. (9) The catalyst is C1COCC1. The yield is 0.970. The reactants are C([Mg]Br)C.[Cl-].C(C1C=CC=C(C(C)C)C=1[NH+]1CCN(C2C(C(C)C)=CC=CC=2C(C)C)C1)(C)C.Cl[C:36]1[CH:41]=[CH:40][C:39]([F:42])=[C:38]([F:43])[CH:37]=1.[CH3:44][O:45][C:46]1[CH:51]=[CH:50][C:49]([Mg]Br)=[CH:48][CH:47]=1.[Cl-].[NH4+]. The product is [F:43][C:38]1[CH:37]=[C:36]([C:49]2[CH:50]=[CH:51][C:46]([O:45][CH3:44])=[CH:47][CH:48]=2)[CH:41]=[CH:40][C:39]=1[F:42]. (10) The reactants are [H-].[Na+].[OH:3][CH2:4][C:5]([C:8]1[CH:9]=[C:10]([CH:13]=[CH:14][CH:15]=1)[C:11]#[N:12])([CH3:7])[CH3:6].IC.[C:18](OCC)(=O)C. The catalyst is O1CCCC1.[Cl-].[NH4+]. The product is [CH3:18][O:3][CH2:4][C:5]([C:8]1[CH:9]=[C:10]([CH:13]=[CH:14][CH:15]=1)[C:11]#[N:12])([CH3:7])[CH3:6]. The yield is 0.950.